From a dataset of Forward reaction prediction with 1.9M reactions from USPTO patents (1976-2016). Predict the product of the given reaction. (1) Given the reactants [NH2:1][C:2]1[CH:7]=[C:6]([I:8])[CH:5]=[CH:4][C:3]=1[NH:9][C:10](=[O:16])[O:11][C:12]([CH3:15])([CH3:14])[CH3:13].[O:17]=[C:18]([C:27]1[CH:32]=[CH:31][N:30]=[N:29][CH:28]=1)[CH2:19][C:20](OC(C)(C)C)=[O:21], predict the reaction product. The product is: [I:8][C:6]1[CH:5]=[CH:4][C:3]([NH:9][C:10](=[O:16])[O:11][C:12]([CH3:13])([CH3:15])[CH3:14])=[C:2]([NH:1][C:20](=[O:21])[CH2:19][C:18](=[O:17])[C:27]2[CH:32]=[CH:31][N:30]=[N:29][CH:28]=2)[CH:7]=1. (2) Given the reactants Cl[C:2]1[C:7]([C:8]([F:11])([F:10])[F:9])=[CH:6][N:5]=[C:4]([NH:12][C:13]2[CH:27]=[CH:26][C:16]([CH2:17][P:18](=[O:25])([O:22][CH2:23][CH3:24])[O:19][CH2:20][CH3:21])=[CH:15][CH:14]=2)[N:3]=1.[NH2:28][C:29]1[CH:30]=[CH:31][C:32]([O:40][CH2:41][CH3:42])=[C:33]2[C:37]=1[C:36](=[O:38])[N:35]([CH3:39])[CH2:34]2, predict the reaction product. The product is: [CH2:20]([O:19][P:18]([CH2:17][C:16]1[CH:26]=[CH:27][C:13]([NH:12][C:4]2[N:3]=[C:2]([NH:28][C:29]3[CH:30]=[CH:31][C:32]([O:40][CH2:41][CH3:42])=[C:33]4[C:37]=3[C:36](=[O:38])[N:35]([CH3:39])[CH2:34]4)[C:7]([C:8]([F:11])([F:10])[F:9])=[CH:6][N:5]=2)=[CH:14][CH:15]=1)(=[O:25])[O:22][CH2:23][CH3:24])[CH3:21]. (3) Given the reactants Cl[C:2]1[C:7]([C:8]2[CH:13]=[CH:12][CH:11]=[CH:10][CH:9]=2)=[CH:6][N:5]2[N:14]=[C:15]([CH3:17])[CH:16]=[C:4]2[N:3]=1.[CH:18]([C:20]1[CH:25]=[CH:24][C:23](B(O)O)=[CH:22][CH:21]=1)=[O:19].C(=O)([O-])[O-].[Na+].[Na+], predict the reaction product. The product is: [CH3:17][C:15]1[CH:16]=[C:4]2[N:3]=[C:2]([C:23]3[CH:24]=[CH:25][C:20]([CH:18]=[O:19])=[CH:21][CH:22]=3)[C:7]([C:8]3[CH:13]=[CH:12][CH:11]=[CH:10][CH:9]=3)=[CH:6][N:5]2[N:14]=1. (4) Given the reactants [NH2:1][C:2]1[CH:3]=[C:4]([CH:8]([OH:12])[CH2:9][C:10]#[N:11])[CH:5]=[CH:6][CH:7]=1.[C:13]1([CH2:19][CH:20]=O)[CH:18]=[CH:17][CH:16]=[CH:15][CH:14]=1.[BH4-].[Na+], predict the reaction product. The product is: [OH:12][CH:8]([C:4]1[CH:5]=[CH:6][CH:7]=[C:2]([NH:1][CH2:20][CH2:19][C:13]2[CH:18]=[CH:17][CH:16]=[CH:15][CH:14]=2)[CH:3]=1)[CH2:9][C:10]#[N:11]. (5) Given the reactants [CH2:1]([C:3]1([C:8]2[CH:13]=[CH:12][C:11]([C:14]3[C:19]([CH3:20])=[CH:18][CH:17]=[C:16](/[CH:21]=[CH:22]\[C:23]4[CH:24]=[C:25]([C:33]([O:35][CH3:36])=[O:34])[C:26](=[CH:31][CH:32]=4)[C:27]([O:29][CH3:30])=[O:28])[CH:15]=3)=[C:10]([CH2:37][CH2:38][CH3:39])[CH:9]=2)[O:7][CH2:6][CH2:5][O:4]1)[CH3:2].C(OCC)(=O)C.C(N(CC)CC)C, predict the reaction product. The product is: [CH2:1]([C:3]1([C:8]2[CH:13]=[CH:12][C:11]([C:14]3[C:19]([CH3:20])=[CH:18][CH:17]=[C:16]([CH2:21][CH2:22][C:23]4[CH:24]=[C:25]([C:33]([O:35][CH3:36])=[O:34])[C:26](=[CH:31][CH:32]=4)[C:27]([O:29][CH3:30])=[O:28])[CH:15]=3)=[C:10]([CH2:37][CH2:38][CH3:39])[CH:9]=2)[O:4][CH2:5][CH2:6][O:7]1)[CH3:2]. (6) Given the reactants Br[C:2]1[CH:11]=[N:10][CH:9]=[C:8]2[C:3]=1[CH:4]=[C:5]([C:12]([NH2:14])=[O:13])[CH:6]=[N:7]2.[CH3:15][O:16][C:17]1[CH:18]=[C:19](B(O)O)[CH:20]=[CH:21][CH:22]=1.C(=O)([O-])[O-].[Cs+].[Cs+], predict the reaction product. The product is: [CH3:15][O:16][C:17]1[CH:22]=[C:21]([C:2]2[CH:11]=[N:10][CH:9]=[C:8]3[C:3]=2[CH:4]=[C:5]([C:12]([NH2:14])=[O:13])[CH:6]=[N:7]3)[CH:20]=[CH:19][CH:18]=1.